This data is from Reaction yield outcomes from USPTO patents with 853,638 reactions. The task is: Predict the reaction yield, written as a fraction of the theoretical maximum amount of product (1.0 means a 100% yield; for example, 0.34 means a 34% yield). (1) The reactants are [NH2:1][C:2]1[C:3]([C:17]#[N:18])=[C:4]([CH:14]=[CH:15][CH:16]=1)[O:5][CH2:6][CH2:7][CH2:8][CH2:9][NH:10][C:11](=[O:13])[CH3:12].[S:19](Cl)(=[O:22])(=[O:21])[NH2:20]. No catalyst specified. The product is [C:17]([C:3]1[C:2]([NH:1][S:19](=[O:22])(=[O:21])[NH2:20])=[CH:16][CH:15]=[CH:14][C:4]=1[O:5][CH2:6][CH2:7][CH2:8][CH2:9][NH:10][C:11](=[O:13])[CH3:12])#[N:18]. The yield is 1.00. (2) The reactants are [NH2:1][CH2:2][C:3]([NH:5][CH2:6][C:7]1[N:8]=[C:9]([NH:12][C:13]([NH:15][C:16]2[CH:21]=[CH:20][C:19]([CH3:22])=[CH:18][C:17]=2[C:23]([CH:25]2[CH2:29][CH2:28][CH2:27][CH2:26]2)=[O:24])=[O:14])[S:10][CH:11]=1)=[O:4].[CH3:30][S:31](Cl)(=[O:33])=[O:32]. No catalyst specified. The product is [CH:25]1([C:23]([C:17]2[CH:18]=[C:19]([CH3:22])[CH:20]=[CH:21][C:16]=2[NH:15][C:13](=[O:14])[NH:12][C:9]2[S:10][CH:11]=[C:7]([CH2:6][NH:5][C:3](=[O:4])[CH2:2][NH:1][S:31]([CH3:30])(=[O:33])=[O:32])[N:8]=2)=[O:24])[CH2:29][CH2:28][CH2:27][CH2:26]1. The yield is 0.840. (3) The reactants are [NH4+].[OH-].S[C:4]1[N:5]=[C:6]([OH:14])[C:7]2[C@H:12]([CH3:13])[CH2:11][CH2:10][C:8]=2[N:9]=1. The catalyst is [Ni].O. The product is [CH3:13][C@H:12]1[C:7]2[C:6]([OH:14])=[N:5][CH:4]=[N:9][C:8]=2[CH2:10][CH2:11]1. The yield is 0.990. (4) The reactants are [NH2:1][C:2]1[C:11]2[C:6](=[CH:7][CH:8]=[CH:9][CH:10]=2)[CH:5]=[CH:4][C:3]=1[C:12]([OH:21])([C:17]([F:20])([F:19])[F:18])[C:13]([F:16])([F:15])[F:14].[F:22][C:23]([F:34])([F:33])[C:24]1[CH:25]=[C:26]([CH:30]=[CH:31][CH:32]=1)[C:27](Cl)=[O:28]. No catalyst specified. The product is [F:20][C:17]([F:18])([F:19])[C:12]([C:3]1[CH:4]=[CH:5][C:6]2[C:11](=[CH:10][CH:9]=[CH:8][CH:7]=2)[C:2]=1[NH:1][C:27](=[O:28])[C:26]1[CH:30]=[CH:31][CH:32]=[C:24]([C:23]([F:22])([F:33])[F:34])[CH:25]=1)([OH:21])[C:13]([F:14])([F:15])[F:16]. The yield is 0.260. (5) The reactants are [NH2:1][C:2]1[C:7]([Cl:8])=[CH:6][NH:5][C:4](=[O:9])[N:3]=1.C(O[CH:14]1[C@H:18]([O:19][C:20](=[O:22])[CH3:21])[C@H:17]([O:23][CH2:24][C:25]2[CH:30]=[CH:29][CH:28]=[CH:27][CH:26]=2)[C@:16]([CH2:34][O:35][CH2:36][C:37]2[CH:42]=[CH:41][CH:40]=[CH:39][CH:38]=2)([CH:31]([F:33])[F:32])[O:15]1)(=O)C.Cl[Sn](Cl)(Cl)Cl.C([O-])(O)=O.[Na+]. The catalyst is CC#N. The product is [C:20]([O:19][C@@H:18]1[C@H:17]([O:23][CH2:24][C:25]2[CH:30]=[CH:29][CH:28]=[CH:27][CH:26]=2)[C@:16]([CH2:34][O:35][CH2:36][C:37]2[CH:38]=[CH:39][CH:40]=[CH:41][CH:42]=2)([CH:31]([F:32])[F:33])[O:15][C@H:14]1[N:5]1[CH:6]=[C:7]([Cl:8])[C:2]([NH2:1])=[N:3][C:4]1=[O:9])(=[O:22])[CH3:21]. The yield is 0.310. (6) The reactants are [C:1]([C:4]1[CH:5]=[CH:6][C:7]2[O:12][C:11]([CH3:14])([CH3:13])[C@@H:10]([OH:15])[C@@H:9]([NH:16][C:17](=[O:26])[C:18]3[CH:23]=[CH:22][C:21]([F:24])=[C:20]([Cl:25])[CH:19]=3)[C:8]=2[CH:27]=1)(=[O:3])[CH3:2].[H-].[Na+].[I-].[Na+].[CH3:32][S:33][CH2:34]Cl. The catalyst is COCCOC. The product is [C:1]([C:4]1[CH:5]=[CH:6][C:7]2[O:12][C:11]([CH3:14])([CH3:13])[C@@H:10]([O:15][CH2:32][S:33][CH3:34])[C@@H:9]([NH:16][C:17](=[O:26])[C:18]3[CH:23]=[CH:22][C:21]([F:24])=[C:20]([Cl:25])[CH:19]=3)[C:8]=2[CH:27]=1)(=[O:3])[CH3:2]. The yield is 0.351.